Dataset: Full USPTO retrosynthesis dataset with 1.9M reactions from patents (1976-2016). Task: Predict the reactants needed to synthesize the given product. (1) Given the product [OH:2][C:6]1[C:15]2[C:10](=[CH:11][C:12]([O:16][CH3:17])=[CH:13][CH:14]=2)[C:9](=[O:18])[NH:8][C:7]=1[C:19]1[CH:24]=[CH:23][C:22]([O:25][CH3:26])=[CH:21][CH:20]=1, predict the reactants needed to synthesize it. The reactants are: N([O-])=[O:2].[Na+].N[C:6]1[C:15]2[C:10](=[CH:11][C:12]([O:16][CH3:17])=[CH:13][CH:14]=2)[C:9](=[O:18])[NH:8][C:7]=1[C:19]1[CH:24]=[CH:23][C:22]([O:25][CH3:26])=[CH:21][CH:20]=1.[N-]=[N+]=[N-].[Na+]. (2) Given the product [N:36]1([C:40]2[N:45]=[CH:44][C:43]([C:16]3[CH:15]=[CH:14][C:13]([C@@H:11]([N:7]4[CH2:6][CH2:5][C@:4]([CH2:3][C:2]([OH:1])([CH3:34])[CH3:35])([C:28]5[CH:33]=[CH:32][CH:31]=[CH:30][CH:29]=5)[O:9][C:8]4=[O:10])[CH3:12])=[CH:18][CH:17]=3)=[CH:42][N:41]=2)[CH2:39][CH2:38][CH2:37]1, predict the reactants needed to synthesize it. The reactants are: [OH:1][C:2]([CH3:35])([CH3:34])[CH2:3][C@@:4]1([C:28]2[CH:33]=[CH:32][CH:31]=[CH:30][CH:29]=2)[O:9][C:8](=[O:10])[N:7]([C@H:11]([C:13]2[CH:18]=[CH:17][C:16](B3OC(C)(C)C(C)(C)O3)=[CH:15][CH:14]=2)[CH3:12])[CH2:6][CH2:5]1.[N:36]1([C:40]2[N:45]=[CH:44][C:43](Br)=[CH:42][N:41]=2)[CH2:39][CH2:38][CH2:37]1. (3) Given the product [NH2:33][C:23]1[CH:24]=[CH:25][C:26]([C:28]2[S:29][CH:30]=[CH:31][CH:32]=2)=[CH:27][C:22]=1[NH:21][C:19](=[O:20])/[CH:18]=[CH:17]/[CH:16]=[C:13]1/[CH2:12][N:11]([CH2:10][C:8]2[CH:7]=[CH:6][C:5]3[O:1][CH2:2][O:3][C:4]=3[CH:9]=2)[CH2:15][CH2:14]/1, predict the reactants needed to synthesize it. The reactants are: [O:1]1[C:5]2[CH:6]=[CH:7][C:8]([CH2:10][N:11]3[CH2:15][CH2:14]/[C:13](=[CH:16]\[CH:17]=[CH:18]\[C:19]([NH:21][C:22]4[CH:27]=[C:26]([C:28]5[S:29][CH:30]=[CH:31][CH:32]=5)[CH:25]=[CH:24][C:23]=4[NH:33]C(=O)OC(C)(C)C)=[O:20])/[CH2:12]3)=[CH:9][C:4]=2[O:3][CH2:2]1.C(=O)(O)[O-].[Na+].[OH-].[K+]. (4) Given the product [C:22]([C:19]1[CH:20]=[CH:21][C:16]([NH:15][C@H:13]2[CH2:12][C@H:11]([N:4]3[C:5]4=[N:6][CH:7]=[CH:8][CH:9]=[C:10]4[C:2]([CH3:29])([CH3:1])[C:3]3=[O:28])[CH2:14]2)=[N:17][CH:18]=1)(=[O:23])[CH3:27], predict the reactants needed to synthesize it. The reactants are: [CH3:1][C:2]1([CH3:29])[C:10]2[C:5](=[N:6][CH:7]=[CH:8][CH:9]=2)[N:4]([C@H:11]2[CH2:14][C@H:13]([NH:15][C:16]3[CH:21]=[CH:20][C:19]([C:22]4([CH3:27])OCC[O:23]4)=[CH:18][N:17]=3)[CH2:12]2)[C:3]1=[O:28].Cl. (5) Given the product [CH:18]1([C:13]2[C:12]([CH2:11][O:10][C:7]3[CH:8]=[CH:9][C:4]([C:3]([NH:37][CH:36]([CH3:41])[CH3:35])=[O:23])=[CH:5][N:6]=3)=[C:16]([CH3:17])[O:15][N:14]=2)[CH2:19][CH2:20][CH2:21][CH2:22]1, predict the reactants needed to synthesize it. The reactants are: CO[C:3](=[O:23])[C:4]1[CH:9]=[CH:8][C:7]([O:10][CH2:11][C:12]2[C:13]([CH:18]3[CH2:22][CH2:21][CH2:20][CH2:19]3)=[N:14][O:15][C:16]=2[CH3:17])=[N:6][CH:5]=1.COC(=O)C1C=CC(OC[C:35]2[C:36]([CH2:41]CCC)=[N:37]OC=2C)=NC=1. (6) Given the product [CH2:1]([O:3][C:4](=[O:30])[CH:5]([C:6]1[N:7]([CH3:29])[C:8]2[C:13]([C:14]=1[S:15][C:16]([CH3:19])([CH3:18])[CH3:17])=[CH:12][C:11]([O:20][CH2:21][C:22]1[CH:27]=[CH:26][C:25]([CH3:28])=[CH:24][N:23]=1)=[CH:10][CH:9]=2)[CH2:33][C:34]1[CH:39]=[CH:38][N:37]=[CH:36][CH:35]=1)[CH3:2], predict the reactants needed to synthesize it. The reactants are: [CH2:1]([O:3][C:4](=[O:30])[CH2:5][C:6]1[N:7]([CH3:29])[C:8]2[C:13]([C:14]=1[S:15][C:16]([CH3:19])([CH3:18])[CH3:17])=[CH:12][C:11]([O:20][CH2:21][C:22]1[CH:27]=[CH:26][C:25]([CH3:28])=[CH:24][N:23]=1)=[CH:10][CH:9]=2)[CH3:2].Cl.Cl[CH2:33][C:34]1[CH:39]=[CH:38][N:37]=[CH:36][CH:35]=1.